The task is: Predict the reactants needed to synthesize the given product.. This data is from Full USPTO retrosynthesis dataset with 1.9M reactions from patents (1976-2016). (1) The reactants are: I[C:2]1[C:6]2=[N:7][C:8]([C:11]3[O:15][C:14]([NH2:16])=[N:13][N:12]=3)=[CH:9][CH:10]=[C:5]2[N:4](S(C2C=CC(C)=CC=2)(=O)=O)[CH:3]=1.[F:27][C:28]1[CH:33]=[CH:32][CH:31]=[CH:30][C:29]=1B(O)O.[O-]P([O-])([O-])=O.[K+].[K+].[K+]. Given the product [F:27][C:28]1[CH:33]=[CH:32][CH:31]=[CH:30][C:29]=1[C:2]1[C:6]2=[N:7][C:8]([C:11]3[O:15][C:14]([NH2:16])=[N:13][N:12]=3)=[CH:9][CH:10]=[C:5]2[NH:4][CH:3]=1, predict the reactants needed to synthesize it. (2) Given the product [C:27]1([CH2:26][CH2:2][NH2:1])[CH:28]=[CH:29][CH:30]=[CH:31][CH:32]=1.[F:17][C:18]1[CH:19]=[C:20]([C@H:6]([O:8][C:29]2[CH:28]=[C:27]3[C:32](=[CH:31][CH:30]=2)[N:24]([C:21]2[CH:22]=[CH:23][C:18]([F:17])=[CH:19][CH:20]=2)[N:25]=[CH:26]3)[C@@H:2]([NH:1][C:9](=[O:11])[CH2:43][O:42][CH3:41])[CH2:3][O:4][CH3:5])[CH:21]=[CH:39][CH:40]=1, predict the reactants needed to synthesize it. The reactants are: [NH:1]([C:9]([O:11]C(C)(C)C)=O)[C@H:2]([C:6]([OH:8])=O)[CH2:3][O:4][CH3:5].Cl.[F:17][C:18]1[CH:23]=[CH:22][C:21]([N:24]2[C:32]3[C:27](=[CH:28][C:29](I)=[CH:30][CH:31]=3)[CH:26]=[N:25]2)=[CH:20][CH:19]=1.C(N([CH2:39][CH3:40])CC)C.[CH3:41][O:42][CH2:43]C(Cl)=O.